Dataset: Experimentally validated miRNA-target interactions with 360,000+ pairs, plus equal number of negative samples. Task: Binary Classification. Given a miRNA mature sequence and a target amino acid sequence, predict their likelihood of interaction. (1) The miRNA is hsa-miR-211-3p with sequence GCAGGGACAGCAAAGGGGUGC. The protein sequence of the target gene is MWWFQQGLSFLPSALVIWTSAAFIFSYITAVTLHHIDPALPYISDTGTVAPEKCLFGAMLNIAAVLCIATIYVRYKQVHALSPEENVIIKLNKAGLVLGILSCLGLSIVANFQKTTLFAAHVSGAVLTFGMGSLYMFVQTILSYQMQPKIHGKQVFWIRLLLVIWCGVSALSMLTCSSVLHSGNFGTDLEQKLHWNPEDKGYVLHMITTAAEWSMSFSFFGFFLTYIRDFQKISLRVEANLHGLTLYDTAPCPINNERTRLLSRDI. Result: 0 (no interaction). (2) The miRNA is hsa-miR-4797-5p with sequence GACAGAGUGCCACUUACUGAA. The protein sequence of the target gene is MASLSRPSLPSCLCSFLLLLLLQVSSSYAGQFRVIGPRHPIRALVGDEVELPCRISPGKNATGMEVGWYRPPFSRVVHLYRNGKDQDGDQAPEYRGRTELLKDAIGEGKVTLRIRNVRFSDEGGFTCFFRDHSYQEEAAMELKVEDPFYWVSPGVLVLLAVLPVLLLQITVGLIFLCLQYRLRGKLRAEIENLHRTFDPHFLRVPCWKITLFVIVPVLGPLVALIICYNWLHRRLAGQFLEELRNPF. Result: 1 (interaction). (3) The miRNA is rno-miR-29c-3p with sequence UAGCACCAUUUGAAAUCGGUUA. The protein sequence of the target gene is MAKRRAAEPLTFRVPWKRLLLSDFPEEPPLWVPPSGTARPLKRQGDAGIMAEPASAPRKRRGGGDDRQELQGCSREPGEPPPGEQEEPRAAGGGDRVESAGSPQVADGVHSQQPEEFWQYNTFQYWRNPLPPLDLAALEDVSANSLTETLEDKNEGVEIDMES. Result: 0 (no interaction). (4) The miRNA is hsa-miR-922 with sequence GCAGCAGAGAAUAGGACUACGUC. The protein sequence of the target gene is MSGAEQQQIVPANNGDENWKAGLNLPAKDRRFKTADVTDTKGVEFEDFCLGRDLLMGIFEKGWEKPSPIQEASIGVALTGQDILARAKNGTGKTGAYCIPVIEKIQPALKAIQAMVIVPTRELALQTSQICVELSKHIQLKVMVTTGGTDLRDDIMRLNGTVHLVIATPGRILDLMEKGVAKMEHCKTLVLDEADKLLSQDFQGILDRLINFLPKERQVMLYSATFPNTVTSFMQKHMHKPYEINLMEELTLLGVTQYYAFVQEKQKVHCLNTLFRKLQINQSIIFCNSTQRVELLAKKI.... Result: 0 (no interaction). (5) The miRNA is hsa-miR-219a-1-3p with sequence AGAGUUGAGUCUGGACGUCCCG. The protein sequence of the target gene is MQPPRERLVVTGRAGWMGMGRGAGRSALGFWPTLAFLLCSFPAATSPCKILKCNSEFWSATSGSHAPASDDTPEFCAALRSYALCTRRTARTCRGDLAYHSAVHGIEDLMSQHNCSKDGPTSQPRLRTLPPAGDSQERSDSPEICHYEKSFHKHSATPNYTHCGLFGDPHLRTFTDRFQTCKVQGAWPLIDNNYLNVQVTNTPVLPGSAATATSKLTIIFKNFQECVDQKVYQAEMDELPAAFVDGSKNGGDKHGANSLKITEKVSGQHVEIQAKYIGTTIVVRQVGRYLTFAVRMPEEV.... Result: 0 (no interaction). (6) The miRNA is hsa-miR-6821-5p with sequence GUGCGUGGUGGCUCGAGGCGGGG. The protein sequence of the target gene is MAMEGYRGFLGLLVSALLVGFLSVIFVLIWVLHFREGLGWNGSGLEFNWHPVLAVTGFVFIQGIAIIVYRLPWTWKCSKLLMKSIHAGLNAVAAILAIISVVAVFEYHNVQKVPHMYSLHSWVGLTALILYIQQLVVGFFVFLLPWAPPSLRAIVMPIHVYSGLLLFGTVIATVLMGVTEKLFFVLKHPSYHSFPPEGVFTNTLGLLILVFGALIFWIVTRPQWKRPREPGSVPLQLNGGNAECRMEGAIAISSAHSMDAADPADAESSSEGAARKRTLGLADSGQRSTM. Result: 0 (no interaction). (7) The miRNA is mmu-miR-377-3p with sequence AUCACACAAAGGCAACUUUUGU. The protein sequence of the target gene is MCRLEPFLKRSLVVLLFLGLAEACVPREVAMEEKIKMLKGILGLMGRLSPDGFRQNIISSSKTPPLVTTPDKSEEEMKILKRILGLLSLQVLNEETSNCKEEVKPPPATTTVRGLVRTSGWNFLRCAYMVITFFFVSYNKGDWCYCRYCNPDLDLRDDPCCSFQ. Result: 0 (no interaction). (8) The miRNA is hsa-miR-3619-3p with sequence GGGACCAUCCUGCCUGCUGUGG. The protein sequence of the target gene is MQEAPAALPTEPGPSPVPAFLGKLWALVGDPGTDHLIRWSPSGTSFLVSDQSRFAKEVLPQYFKHSNMASFVRQLNMYGFRKVVSIEQGGLLRPERDHVEFQHPSFVRGREQLLERVRRKVPALRGDDGRWRPEDLGRLLGEVQALRGVQESTEARLRELRQQNEILWREVVTLRQSHGQQHRVIGKLIQCLFGPLQAGPSNAGGKRKLSLMLDEGSSCPTPAKFNTCPLPGALLQDPYFIQSPLPETNLGLSPHRARGPIISDIPEDSPSPEGTRLSPSSDGRREKGLALLKEEPASPG.... Result: 0 (no interaction). (9) The miRNA is hsa-miR-5699-5p with sequence UGCCCCAACAAGGAAGGACAAG. The protein sequence of the target gene is MEIPMGTQGCFSKSLLLSASILVLWMLQGSQAALYIQKIPEQPQKNQDLLLSVQGVPDTFQDFNWYLGEETYGGTRLFTYIPGIQRPQRDGSAMGQRDIVGFPNGSMLLRRAQPTDSGTYQVAITINSEWTMKAKTEVQVAEKNKELPSTHLPTNAGILAATIIGSLAAGALLISCIAYLLVTRNWRGQSHRLPAPRGQGSLSILCSAVSPVPSVTPSTWMATTEKPELGPAHDAGDNNIYEVMPSPVLLVSPISDTRSINPARPLPTPPHLQAEPENHQYQQDLLNPDPAPYCQLVPTS.... Result: 1 (interaction).